Dataset: Full USPTO retrosynthesis dataset with 1.9M reactions from patents (1976-2016). Task: Predict the reactants needed to synthesize the given product. (1) Given the product [CH:51](/[C:48]1[O:49][CH:50]=[C:46]([CH2:45][CH2:44][N:5]2[C:1](=[O:11])[C:2]3=[CH:10][CH:9]=[CH:8][CH:7]=[C:3]3[C:4]2=[O:6])[N:47]=1)=[CH:52]\[C:53]1[CH:58]=[CH:57][CH:56]=[CH:55][CH:54]=1, predict the reactants needed to synthesize it. The reactants are: [C:1]1(=[O:11])[NH:5][C:4](=[O:6])[C:3]2=[CH:7][CH:8]=[CH:9][CH:10]=[C:2]12.C1(P(C2C=CC=CC=2)C2C=CC=CC=2)C=CC=CC=1.N(C(OCC)=O)=NC(OCC)=O.O[CH2:44][CH2:45][C:46]1[N:47]=[C:48](/[CH:51]=[CH:52]/[C:53]2[CH:58]=[CH:57][CH:56]=[CH:55][CH:54]=2)[O:49][CH:50]=1. (2) Given the product [C:1]([O:5][C:6]([N:8]1[CH2:13][CH2:12][CH2:11][CH:10]([CH2:14][N:20]=[N+:21]=[N-:22])[CH2:9]1)=[O:7])([CH3:4])([CH3:3])[CH3:2], predict the reactants needed to synthesize it. The reactants are: [C:1]([O:5][C:6]([N:8]1[CH2:13][CH2:12][CH2:11][CH:10]([CH2:14]OS(C)(=O)=O)[CH2:9]1)=[O:7])([CH3:4])([CH3:3])[CH3:2].[N-:20]=[N+:21]=[N-:22].[Na+]. (3) Given the product [NH2:17][C:16]([NH:2][C:1](=[O:14])[O:3][CH2:4][CH:5]([NH2:13])[CH2:6][C:7]1[CH:12]=[CH:11][CH:10]=[CH:9][CH:8]=1)=[O:15], predict the reactants needed to synthesize it. The reactants are: [C:1](=[O:14])([O:3][CH2:4][CH:5]([NH2:13])[CH2:6][C:7]1[CH:12]=[CH:11][CH:10]=[CH:9][CH:8]=1)[NH2:2].[O-:15][C:16]#[N:17].[Na+].CS(O)(=O)=O. (4) Given the product [CH2:3]([O:5][C:6](=[O:28])[CH2:7][C:8]1[CH:9]=[N:10][CH:11]=[C:12]([C:14]2[CH:19]=[CH:18][C:17]([C:20]([F:21])([F:23])[F:22])=[CH:16][C:15]=2[CH2:24][N:25]([C:39]([C:33]2[CH:34]=[C:35]([O:37][CH3:38])[N:36]=[C:31]([O:30][CH3:29])[N:32]=2)=[O:40])[CH2:26][CH3:27])[CH:13]=1)[CH3:4], predict the reactants needed to synthesize it. The reactants are: Cl.Cl.[CH2:3]([O:5][C:6](=[O:28])[CH2:7][C:8]1[CH:9]=[N:10][CH:11]=[C:12]([C:14]2[CH:19]=[CH:18][C:17]([C:20]([F:23])([F:22])[F:21])=[CH:16][C:15]=2[CH2:24][NH:25][CH2:26][CH3:27])[CH:13]=1)[CH3:4].[CH3:29][O:30][C:31]1[N:36]=[C:35]([O:37][CH3:38])[CH:34]=[C:33]([C:39](O)=[O:40])[N:32]=1. (5) Given the product [Br-:1].[C:7]([CH2:9][CH2:10][CH2:11][N+:12]12[CH2:19][CH2:18][CH:15]([CH2:16][CH2:17]1)[C@@H:14]([O:20][C:21](=[O:36])[C:22]([OH:35])([C:29]1[CH:34]=[CH:33][CH:32]=[CH:31][CH:30]=1)[C:23]1[CH:24]=[CH:25][CH:26]=[CH:27][CH:28]=1)[CH2:13]2)([OH:8])=[O:6], predict the reactants needed to synthesize it. The reactants are: [Br-:1].C([O:6][C:7]([CH2:9][CH2:10][CH2:11][N+:12]12[CH2:19][CH2:18][CH:15]([CH2:16][CH2:17]1)[C@@H:14]([O:20][C:21](=[O:36])[C:22]([OH:35])([C:29]1[CH:34]=[CH:33][CH:32]=[CH:31][CH:30]=1)[C:23]1[CH:28]=[CH:27][CH:26]=[CH:25][CH:24]=1)[CH2:13]2)=[O:8])(C)(C)C.Br. (6) Given the product [C:1]([O:5][C:6]([N:8]1[CH2:13][CH2:12][CH:11]([O:14][CH2:15][CH:16]2[CH2:17][CH2:18][NH:19][CH2:20][CH2:21]2)[CH2:10][CH2:9]1)=[O:7])([CH3:4])([CH3:2])[CH3:3], predict the reactants needed to synthesize it. The reactants are: [C:1]([O:5][C:6]([N:8]1[CH2:13][CH2:12][CH:11]([O:14][CH2:15][C:16]2[CH:21]=[CH:20][N:19]=[CH:18][CH:17]=2)[CH2:10][CH2:9]1)=[O:7])([CH3:4])([CH3:3])[CH3:2].CC(O)=O. (7) Given the product [S:1]1[C:5]2[CH:6]=[CH:7][CH:8]=[CH:9][C:4]=2[N:3]=[C:2]1[N:10]1[C:14](=[O:13])[CH:15]=[C:16]([C:18]2[CH:23]=[CH:22][CH:21]=[C:20]([C:24]([F:25])([F:26])[F:27])[CH:19]=2)[NH:11]1, predict the reactants needed to synthesize it. The reactants are: [S:1]1[C:5]2[CH:6]=[CH:7][CH:8]=[CH:9][C:4]=2[N:3]=[C:2]1[NH:10][NH2:11].C[O:13][C:14](=O)[CH2:15][C:16]([C:18]1[CH:23]=[CH:22][CH:21]=[C:20]([C:24]([F:27])([F:26])[F:25])[CH:19]=1)=O. (8) Given the product [CH3:1][O:2][C:3](=[O:12])[C:4]1[CH:9]=[CH:8][C:7]([I:10])=[C:6]([O:11][CH2:19][C:20]2[CH:25]=[CH:24][CH:23]=[CH:22][CH:21]=2)[CH:5]=1, predict the reactants needed to synthesize it. The reactants are: [CH3:1][O:2][C:3](=[O:12])[C:4]1[CH:9]=[CH:8][C:7]([I:10])=[C:6]([OH:11])[CH:5]=1.C(=O)([O-])[O-].[K+].[K+].[CH2:19](Br)[C:20]1[CH:25]=[CH:24][CH:23]=[CH:22][CH:21]=1. (9) Given the product [CH2:1]([N:3]1[C:11]2[C:6](=[C:7]([O:13][CH3:17])[CH:8]=[C:9]([F:12])[CH:10]=2)[C:5]([CH2:14][CH2:15][OH:16])=[CH:4]1)[CH3:2], predict the reactants needed to synthesize it. The reactants are: [CH2:1]([N:3]1[C:11]2[CH:10]=[C:9]([F:12])[CH:8]=[C:7]([OH:13])[C:6]=2[C:5]([CH2:14][CH2:15][OH:16])=[CH:4]1)[CH3:2].[C:17](=O)([O-])[O-].[K+].[K+].CI.